Task: Regression. Given two drug SMILES strings and cell line genomic features, predict the synergy score measuring deviation from expected non-interaction effect.. Dataset: NCI-60 drug combinations with 297,098 pairs across 59 cell lines Drug 1: C1C(C(OC1N2C=NC3=C(N=C(N=C32)Cl)N)CO)O. Drug 2: CC1C(C(CC(O1)OC2CC(CC3=C2C(=C4C(=C3O)C(=O)C5=C(C4=O)C(=CC=C5)OC)O)(C(=O)CO)O)N)O.Cl. Cell line: SR. Synergy scores: CSS=51.9, Synergy_ZIP=-7.68, Synergy_Bliss=-12.2, Synergy_Loewe=-13.2, Synergy_HSA=-9.90.